Dataset: Full USPTO retrosynthesis dataset with 1.9M reactions from patents (1976-2016). Task: Predict the reactants needed to synthesize the given product. (1) Given the product [Br:1][C:2]1[C:11]2[C:6](=[CH:7][CH:8]=[C:9]([S:12]([CH3:15])(=[O:14])=[O:13])[CH:10]=2)[CH:5]=[CH:4][C:3]=1[N:16]([CH2:29][CH:28]=[CH:27][Cl:26])[C:17](=[O:23])[O:18][C:19]([CH3:20])([CH3:22])[CH3:21], predict the reactants needed to synthesize it. The reactants are: [Br:1][C:2]1[C:11]2[C:6](=[CH:7][CH:8]=[C:9]([S:12]([CH3:15])(=[O:14])=[O:13])[CH:10]=2)[CH:5]=[CH:4][C:3]=1[NH:16][C:17](=[O:23])[O:18][C:19]([CH3:22])([CH3:21])[CH3:20].[H-].[Na+].[Cl:26][CH:27]=[CH:28][CH2:29]Cl. (2) Given the product [NH2:1][C:4]1[CH:9]=[CH:8][C:7]([O:10][CH3:11])=[C:6]([O:12][C:13]([F:14])([F:15])[F:16])[CH:5]=1, predict the reactants needed to synthesize it. The reactants are: [N+:1]([C:4]1[CH:9]=[CH:8][C:7]([O:10][CH3:11])=[C:6]([O:12][C:13]([F:16])([F:15])[F:14])[CH:5]=1)([O-])=O.Cl. (3) Given the product [NH2:29][C:28]1[C:27]2[C:26](=[CH:25][C:24]([C:21]3[NH:20][C:19]([CH:14]4[N:13]5[C:17](=[CH:18][C:10]([C:8]6[CH:9]=[C:4]([Cl:3])[CH:5]=[CH:6][C:7]=6[N:34]6[CH:38]=[N:37][N:36]=[N:35]6)=[CH:11][C:12]5=[O:33])[CH2:16][CH2:15]4)=[N:23][CH:22]=3)=[CH:31][CH:30]=2)[NH:41][N:40]=1, predict the reactants needed to synthesize it. The reactants are: CO.[Cl:3][C:4]1[CH:5]=[CH:6][C:7]([N:34]2[CH:38]=[N:37][N:36]=[N:35]2)=[C:8]([C:10]2[CH:18]=[C:17]3[N:13]([CH:14]([C:19]4[NH:20][C:21]([C:24]5[CH:31]=[CH:30][C:27]([C:28]#[N:29])=[C:26](F)[CH:25]=5)=[CH:22][N:23]=4)[CH2:15][CH2:16]3)[C:12](=[O:33])[CH:11]=2)[CH:9]=1.O.[NH2:40][NH2:41]. (4) Given the product [Si:1]([O:8][C@H:9]([C:40]1[CH:41]=[CH:42][CH:43]=[CH:44][CH:45]=1)[C@H:10]1[CH2:14][CH2:13][C@@H:12]([CH2:15][C:16]2[CH:21]=[CH:20][C:19]([C:22](=[O:32])[N:23]([CH3:48])[CH:24]([C:26]3[CH:31]=[CH:30][CH:29]=[CH:28][N:27]=3)[CH3:25])=[CH:18][CH:17]=2)[N:11]1[C:33]([O:35][C:36]([CH3:37])([CH3:38])[CH3:39])=[O:34])([C:4]([CH3:5])([CH3:6])[CH3:7])([CH3:2])[CH3:3], predict the reactants needed to synthesize it. The reactants are: [Si:1]([O:8][C@H:9]([C:40]1[CH:45]=[CH:44][CH:43]=[CH:42][CH:41]=1)[C@H:10]1[CH2:14][CH2:13][C@@H:12]([CH2:15][C:16]2[CH:21]=[CH:20][C:19]([C:22](=[O:32])[NH:23][CH:24]([C:26]3[CH:31]=[CH:30][CH:29]=[CH:28][N:27]=3)[CH3:25])=[CH:18][CH:17]=2)[N:11]1[C:33]([O:35][C:36]([CH3:39])([CH3:38])[CH3:37])=[O:34])([C:4]([CH3:7])([CH3:6])[CH3:5])([CH3:3])[CH3:2].[H-].[Na+].[CH3:48]I. (5) Given the product [F:8][C:7]1[CH:6]=[CH:5][C:4]([N+:9]([O-:11])=[O:10])=[CH:3][C:2]=1[C:24]#[C:23][Si:20]([CH3:22])([CH3:21])[CH3:19], predict the reactants needed to synthesize it. The reactants are: Br[C:2]1[CH:3]=[C:4]([N+:9]([O-:11])=[O:10])[CH:5]=[CH:6][C:7]=1[F:8].C(N(CC)CC)C.[CH3:19][Si:20]([C:23]#[CH:24])([CH3:22])[CH3:21].C1(P(C2C=CC=CC=2)C2C=CC=CC=2)C=CC=CC=1. (6) Given the product [F:18][C:11]1[C:12]([F:17])=[C:13]([CH3:16])[CH:14]=[CH:15][C:10]=1[CH2:9][OH:8], predict the reactants needed to synthesize it. The reactants are: C([Si]([O:8][CH2:9][C:10]1[CH:15]=[CH:14][C:13]([CH3:16])=[C:12]([F:17])[C:11]=1[F:18])(C)C)(C)(C)C.[F-].C([N+](CCCC)(CCCC)CCCC)CCC.O.Cl.